This data is from Forward reaction prediction with 1.9M reactions from USPTO patents (1976-2016). The task is: Predict the product of the given reaction. (1) Given the reactants [CH2:1]([C:3]1[C:4](=[O:24])[NH:5][C:6]([C:11]2[CH:16]=[C:15]([NH:17][CH2:18][CH3:19])[CH:14]=[CH:13][C:12]=2[O:20][CH2:21][CH2:22][CH3:23])=[N:7][C:8]=1[CH2:9][CH3:10])[CH3:2].[CH2:25]([N:27]=[C:28]=[O:29])[CH3:26], predict the reaction product. The product is: [CH2:18]([N:17]([C:15]1[CH:14]=[CH:13][C:12]([O:20][CH2:21][CH2:22][CH3:23])=[C:11]([C:6]2[NH:5][C:4](=[O:24])[C:3]([CH2:1][CH3:2])=[C:8]([CH2:9][CH3:10])[N:7]=2)[CH:16]=1)[C:28]([NH:27][CH2:25][CH3:26])=[O:29])[CH3:19]. (2) Given the reactants [F:1][C:2]1[C:3]([CH2:24][N:25](C)[C:26](=O)OC(C)(C)C)=[CH:4][N:5]([S:14]([C:17]2[CH:22]=[CH:21][CH:20]=[C:19]([F:23])[CH:18]=2)(=[O:16])=[O:15])[C:6]=1[C:7]1[C:8]([F:13])=[N:9][CH:10]=[CH:11][CH:12]=1.C(OCC)(=O)C.[ClH:40], predict the reaction product. The product is: [ClH:40].[F:1][C:2]1[C:3]([CH2:24][NH:25][CH3:26])=[CH:4][N:5]([S:14]([C:17]2[CH:22]=[CH:21][CH:20]=[C:19]([F:23])[CH:18]=2)(=[O:16])=[O:15])[C:6]=1[C:7]1[C:8]([F:13])=[N:9][CH:10]=[CH:11][CH:12]=1.